Dataset: Reaction yield outcomes from USPTO patents with 853,638 reactions. Task: Predict the reaction yield, written as a fraction of the theoretical maximum amount of product (1.0 means a 100% yield; for example, 0.34 means a 34% yield). (1) The product is [Cl:1][C:2]1[CH:10]=[CH:9][C:5]([C:6]([NH:36][S:33]([CH:32]=[CH:31][C:25]2[CH:30]=[CH:29][CH:28]=[CH:27][CH:26]=2)(=[O:34])=[O:35])=[O:8])=[C:4]([O:11][CH3:12])[CH:3]=1. The yield is 0.600. The reactants are [Cl:1][C:2]1[CH:10]=[CH:9][C:5]([C:6]([OH:8])=O)=[C:4]([O:11][CH3:12])[CH:3]=1.C1N=CN(C(N2C=NC=C2)=O)C=1.[C:25]1([CH:31]=[CH:32][S:33]([NH2:36])(=[O:35])=[O:34])[CH:30]=[CH:29][CH:28]=[CH:27][CH:26]=1.C1CCN2C(=NCCC2)CC1. The catalyst is ClCCl. (2) The reactants are [H-].[Na+].[I-].C[S+](C)(C)=O.F[C:10](F)(F)C(O)=O.[CH3:16][N:17]([CH2:19][C:20]1[CH:49]=[CH:48][C:23]([CH:24]=[CH:25][C:26]2[C:34]3[C:29](=[CH:30][C:31](/[CH:35]=[C:36]4/[C:37](=[O:47])[NH:38][C:39]5[C:44]/4=[CH:43][C:42]([O:45][CH3:46])=[CH:41][CH:40]=5)=[CH:32][CH:33]=3)[NH:28][N:27]=2)=[CH:22][CH:21]=1)[CH3:18]. The catalyst is CN(C=O)C. The product is [CH3:16][N:17]([CH2:19][C:20]1[CH:49]=[CH:48][C:23](/[CH:24]=[CH:25]/[C:26]2[C:34]3[C:29](=[CH:30][C:31]([C@H:35]4[C@@:36]5([C:44]6[C:39](=[CH:40][CH:41]=[C:42]([O:45][CH3:46])[CH:43]=6)[NH:38][C:37]5=[O:47])[CH2:10]4)=[CH:32][CH:33]=3)[NH:28][N:27]=2)=[CH:22][CH:21]=1)[CH3:18]. The yield is 0.320.